Predict the product of the given reaction. From a dataset of Forward reaction prediction with 1.9M reactions from USPTO patents (1976-2016). (1) Given the reactants OC[C@@H](NC(C1C=NC(N2CCCC2)=C(OCCC)N=1)=O)CC(C)C.[CH3:26][O:27][CH2:28][CH2:29][O:30][C:31]1[N:36]=[C:35]([C:37]([OH:39])=O)[CH:34]=[N:33][C:32]=1[N:40]1[CH2:45][CH2:44][CH2:43][CH2:42][CH2:41]1.[CH3:46][O:47][C:48](=[O:55])[C@H:49]([CH2:51][CH:52]([CH3:54])[CH3:53])[NH2:50], predict the reaction product. The product is: [CH3:46][O:47][C:48](=[O:55])[C@@H:49]([NH:50][C:37]([C:35]1[CH:34]=[N:33][C:32]([N:40]2[CH2:45][CH2:44][CH2:43][CH2:42][CH2:41]2)=[C:31]([O:30][CH2:29][CH2:28][O:27][CH3:26])[N:36]=1)=[O:39])[CH2:51][CH:52]([CH3:54])[CH3:53]. (2) Given the reactants [CH3:1][C:2]1([CH3:22])[O:6][C@@H:5]([C@@H:7]([OH:21])[C@@H:8]2[O:12][C:11]([CH3:14])([CH3:13])[O:10][C@@H:9]2[C@@H:15]([OH:20])[C:16]([F:19])([F:18])[F:17])[CH2:4][O:3]1.N1C(C)=CC=CC=1C.[Si:31](OS(C(F)(F)F)(=O)=O)([C:34]([CH3:37])([CH3:36])[CH3:35])([CH3:33])[CH3:32].CCOC(C)=O, predict the reaction product. The product is: [Si:31]([O:21][C@H:7]([C@H:5]1[CH2:4][O:3][C:2]([CH3:22])([CH3:1])[O:6]1)[C@@H:8]1[O:12][C:11]([CH3:13])([CH3:14])[O:10][C@@H:9]1[C@@H:15]([OH:20])[C:16]([F:18])([F:17])[F:19])([C:34]([CH3:37])([CH3:36])[CH3:35])([CH3:33])[CH3:32]. (3) The product is: [Si:1]([O:8][CH2:9][CH2:10][CH:11]1[C:16]2[S:17][C:18]([C:21]([OH:23])=[O:22])=[C:19]([Cl:24])[C:15]=2[CH2:14][CH2:13][O:12]1)([C:4]([CH3:7])([CH3:6])[CH3:5])([CH3:3])[CH3:2]. Given the reactants [Si:1]([O:8][CH2:9][CH2:10][CH:11]1[C:16]2[S:17][C:18]([C:21]([OH:23])=[O:22])=[C:19](C)[C:15]=2[CH2:14][CH2:13][O:12]1)([C:4]([CH3:7])([CH3:6])[CH3:5])([CH3:3])[CH3:2].[Cl:24]N1C(=O)CCC1=O, predict the reaction product.